The task is: Predict the reactants needed to synthesize the given product.. This data is from Full USPTO retrosynthesis dataset with 1.9M reactions from patents (1976-2016). (1) Given the product [F:23][C:21]([F:22])([F:24])[C:20]([N:19]([CH2:26][CH:27]1[CH2:28][CH2:29][N:30]([CH2:42][CH2:41][C:40]([O:44][C:45]([CH3:48])([CH3:47])[CH3:46])=[O:43])[CH2:31][CH2:32]1)[C@@H:17]1[CH2:18][C@H:16]1[C:14]1[S:13][CH:12]=[C:11]([C:9](=[O:10])[NH:8][C:6]2[S:7][C:3]([CH3:2])=[N:4][N:5]=2)[CH:15]=1)=[O:25], predict the reactants needed to synthesize it. The reactants are: Cl.[CH3:2][C:3]1[S:7][C:6]([NH:8][C:9]([C:11]2[CH:15]=[C:14]([C@@H:16]3[CH2:18][C@H:17]3[N:19]([CH2:26][CH:27]3[CH2:32][CH2:31][NH:30][CH2:29][CH2:28]3)[C:20](=[O:25])[C:21]([F:24])([F:23])[F:22])[S:13][CH:12]=2)=[O:10])=[N:5][N:4]=1.C(N(CC)CC)C.[C:40]([O:44][C:45]([CH3:48])([CH3:47])[CH3:46])(=[O:43])[CH:41]=[CH2:42]. (2) Given the product [CH3:47][O:46][C:44]([C:40]1([C:35]2[CH:36]=[CH:37][CH:38]=[CH:39][C:34]=2[C:2]#[C:1][C:3]2[C:8]([C:9]([F:10])([F:12])[F:11])=[CH:7][N:6]=[C:5]([NH:13][C:14]3[CH:15]=[CH:16][C:17]([CH:20]4[CH2:25][CH2:24][N:23]([C:26]([O:28][C:29]([CH3:32])([CH3:31])[CH3:30])=[O:27])[CH2:22][CH2:21]4)=[CH:18][CH:19]=3)[N:4]=2)[CH2:43][CH2:42][CH2:41]1)=[O:45], predict the reactants needed to synthesize it. The reactants are: [C:1]([C:3]1[C:8]([C:9]([F:12])([F:11])[F:10])=[CH:7][N:6]=[C:5]([NH:13][C:14]2[CH:19]=[CH:18][C:17]([CH:20]3[CH2:25][CH2:24][N:23]([C:26]([O:28][C:29]([CH3:32])([CH3:31])[CH3:30])=[O:27])[CH2:22][CH2:21]3)=[CH:16][CH:15]=2)[N:4]=1)#[CH:2].I[C:34]1[CH:39]=[CH:38][CH:37]=[CH:36][C:35]=1[C:40]1([C:44]([O:46][CH3:47])=[O:45])[CH2:43][CH2:42][CH2:41]1.C1C=CC(P(C2C=CC=CC=2)C2C=CC=CC=2)=CC=1. (3) The reactants are: C([O:8][C:9]1[CH:14]=[CH:13][CH:12]=[CH:11][C:10]=1[C:15]1[O:16][C@H:17]([CH3:25])[C@@H:18]([C:20]([NH:22][CH2:23][CH3:24])=[O:21])[N:19]=1)C1C=CC=CC=1. Given the product [CH2:23]([NH:22][C:20]([C@@H:18]1[C@@H:17]([CH3:25])[O:16][C:15]([C:10]2[CH:11]=[CH:12][CH:13]=[CH:14][C:9]=2[OH:8])=[N:19]1)=[O:21])[CH3:24], predict the reactants needed to synthesize it. (4) Given the product [CH2:1]([NH:8][C:9](=[O:15])[CH:10]([N:16]=[N+:17]=[N-:18])[CH2:11][O:12][CH3:13])[C:2]1[CH:7]=[CH:6][CH:5]=[CH:4][CH:3]=1, predict the reactants needed to synthesize it. The reactants are: [CH2:1]([NH:8][C:9](=[O:15])[CH:10](Br)[CH2:11][O:12][CH3:13])[C:2]1[CH:7]=[CH:6][CH:5]=[CH:4][CH:3]=1.[N-:16]=[N+:17]=[N-:18].[Na+].